The task is: Predict the product of the given reaction.. This data is from Forward reaction prediction with 1.9M reactions from USPTO patents (1976-2016). (1) Given the reactants [CH3:1][C:2]1([CH3:18])[C:6]([CH3:8])([CH3:7])[O:5][B:4]([C:9]2[CH:17]=[CH:16][C:12]([C:13](O)=[O:14])=[CH:11][CH:10]=2)[O:3]1.CC[N:21]=C=NCCCN(C)C.C1C=CC2N(O)N=NC=2C=1.CCN(CC)CC, predict the reaction product. The product is: [CH3:1][C:2]1([CH3:18])[C:6]([CH3:8])([CH3:7])[O:5][B:4]([C:9]2[CH:17]=[CH:16][C:12]([C:13]([NH2:21])=[O:14])=[CH:11][CH:10]=2)[O:3]1. (2) Given the reactants FC(F)(F)C(O)=O.[CH:8]1([C:13]2([N:27]([CH3:29])[CH3:28])[CH2:26][CH2:25][C:16]3([CH2:20][N:19](C(O)=O)[C:18](=[O:24])[CH2:17]3)[CH2:15][CH2:14]2)[CH2:12][CH2:11][CH2:10][CH2:9]1, predict the reaction product. The product is: [CH:8]1([C:13]2([N:27]([CH3:29])[CH3:28])[CH2:26][CH2:25][C:16]3([CH2:20][NH:19][C:18](=[O:24])[CH2:17]3)[CH2:15][CH2:14]2)[CH2:12][CH2:11][CH2:10][CH2:9]1. (3) The product is: [CH2:1]([O:5][C:6]1[CH:13]=[C:10]([CH2:11][NH:16][CH2:17][CH2:18][CH2:19][NH:20][CH2:21][CH2:22][CH2:23][NH:24][C:25](=[O:31])[O:26][C:27]([CH3:29])([CH3:28])[CH3:30])[CH:9]=[C:8]([CH2:14][NH:16][CH2:17][CH2:18][CH2:19][NH:20][CH2:21][CH2:22][CH2:23][NH:24][C:25](=[O:31])[O:26][C:27]([CH3:28])([CH3:30])[CH3:29])[CH:7]=1)[CH2:2][CH2:3][CH3:4]. Given the reactants [CH2:1]([O:5][C:6]1[CH:7]=[C:8]([CH:14]=O)[CH:9]=[C:10]([CH:13]=1)[CH:11]=O)[CH2:2][CH2:3][CH3:4].[NH2:16][CH2:17][CH2:18][CH2:19][NH:20][CH2:21][CH2:22][CH2:23][NH:24][C:25](=[O:31])[O:26][C:27]([CH3:30])([CH3:29])[CH3:28].[BH4-].[Na+], predict the reaction product. (4) Given the reactants [NH2:1][C@@:2]1([C:19]2[CH:24]=[C:23]([Br:25])[C:22]([F:26])=[CH:21][C:20]=2[F:27])[CH2:7][O:6][C@@H:5]([CH2:8][O:9][CH2:10][C:11]2[CH:16]=[CH:15][CH:14]=[CH:13][CH:12]=2)[CH2:4][C@H:3]1[CH2:17][OH:18].[C:28]([N:36]=[C:37]=[S:38])(=[O:35])[C:29]1[CH:34]=[CH:33][CH:32]=[CH:31][CH:30]=1, predict the reaction product. The product is: [CH2:10]([O:9][CH2:8][C@@H:5]1[O:6][CH2:7][C@@:2]([NH:1][C:37]([NH:36][C:28](=[O:35])[C:29]2[CH:30]=[CH:31][CH:32]=[CH:33][CH:34]=2)=[S:38])([C:19]2[CH:24]=[C:23]([Br:25])[C:22]([F:26])=[CH:21][C:20]=2[F:27])[C@H:3]([CH2:17][OH:18])[CH2:4]1)[C:11]1[CH:16]=[CH:15][CH:14]=[CH:13][CH:12]=1. (5) Given the reactants Br[C:2]1[CH:3]=[C:4]2[C:11]([C:12]([NH:14][CH3:15])=[O:13])=[C:10]([C:16]3[CH:21]=[CH:20][C:19]([F:22])=[CH:18][CH:17]=3)[O:9][C:5]2=[N:6][C:7]=1[Cl:8].B([C:26]1[CH:27]=[CH:28][C:29]([F:35])=[C:30]([CH:34]=1)[C:31]([OH:33])=[O:32])(O)O.C(=O)([O-])[O-].[Cs+].[Cs+], predict the reaction product. The product is: [Cl:8][C:7]1[N:6]=[C:5]2[O:9][C:10]([C:16]3[CH:21]=[CH:20][C:19]([F:22])=[CH:18][CH:17]=3)=[C:11]([C:12](=[O:13])[NH:14][CH3:15])[C:4]2=[CH:3][C:2]=1[C:26]1[CH:27]=[CH:28][C:29]([F:35])=[C:30]([CH:34]=1)[C:31]([OH:33])=[O:32]. (6) The product is: [OH:3][CH:1]([C:4]1[CH:11]=[CH:10][C:7]([C:8]#[N:9])=[CH:6][CH:5]=1)[CH3:2]. Given the reactants [C:1]([C:4]1[CH:11]=[CH:10][C:7]([C:8]#[N:9])=[CH:6][CH:5]=1)(=[O:3])[CH3:2].CO.[BH4-].[Na+], predict the reaction product. (7) Given the reactants C[O:2][C:3](=[O:36])[C@@H:4]([NH:14][C:15]([C:17]1[C:18]([CH3:35])=[N:19][C:20]([NH:24][CH2:25][C:26]#[C:27][C:28]2[CH:33]=[CH:32][CH:31]=[C:30]([OH:34])[CH:29]=2)=[N:21][C:22]=1[CH3:23])=[O:16])[CH2:5][NH:6][C:7]([C:9]1[S:10][CH:11]=[CH:12][CH:13]=1)=[O:8].O.[OH-].[Li+], predict the reaction product. The product is: [OH:34][C:30]1[CH:29]=[C:28]([C:27]#[C:26][CH2:25][NH:24][C:20]2[N:19]=[C:18]([CH3:35])[C:17]([C:15]([NH:14][C@@H:4]([CH2:5][NH:6][C:7]([C:9]3[S:10][CH:11]=[CH:12][CH:13]=3)=[O:8])[C:3]([OH:36])=[O:2])=[O:16])=[C:22]([CH3:23])[N:21]=2)[CH:33]=[CH:32][CH:31]=1. (8) Given the reactants [Cl:1][C:2]1[CH:10]=[CH:9][C:5]([C:6](Cl)=[O:7])=[CH:4][CH:3]=1.[OH:11][NH:12][C:13](=[O:22])[O:14][CH2:15][C:16]1[CH:21]=[CH:20][CH:19]=[CH:18][CH:17]=1.C(N(CC)CC)C, predict the reaction product. The product is: [Cl:1][C:2]1[CH:10]=[CH:9][C:5]([C:6]([O:11][NH:12][C:13](=[O:22])[O:14][CH2:15][C:16]2[CH:17]=[CH:18][CH:19]=[CH:20][CH:21]=2)=[O:7])=[CH:4][CH:3]=1. (9) The product is: [NH2:17][CH2:16][CH2:15][CH:14]([CH:12]1[CH2:11][CH2:10][CH:9]([CH2:8][CH2:7][CH:1]2[CH2:6][CH2:5][CH2:4][CH2:3][CH2:2]2)[O:13]1)[OH:24]. Given the reactants [CH:1]1([CH2:7][CH2:8][CH:9]2[O:13][CH:12]([CH:14]([OH:24])[CH2:15][CH2:16][NH:17]C(=O)C(F)(F)F)[CH2:11][CH2:10]2)[CH2:6][CH2:5][CH2:4][CH2:3][CH2:2]1.N.CO.C(Cl)Cl, predict the reaction product. (10) Given the reactants [F:1][C:2]1[CH:23]=[CH:22][C:5]([CH2:6][N:7]2[C:11]3=[CH:12][N:13]=[C:14]([C:16](OC)=[O:17])[CH:15]=[C:10]3[C:9]([CH:20]=O)=[CH:8]2)=[CH:4][CH:3]=1.[CH3:24][CH:25]1[NH:30][CH2:29][CH2:28][NH:27][C:26]1=[O:31].C(O[BH-](OC(=O)C)OC(=O)C)(=O)C.[Na+].[Li+].[OH-].Cl.[CH3:49][NH:50][OH:51].CN(C(ON1N=NC2C=CC=NC1=2)=[N+](C)C)C.F[P-](F)(F)(F)(F)F.C(N(CC)CC)C, predict the reaction product. The product is: [F:1][C:2]1[CH:3]=[CH:4][C:5]([CH2:6][N:7]2[C:11]3=[CH:12][N:13]=[C:14]([C:16]([N:50]([OH:51])[CH3:49])=[O:17])[CH:15]=[C:10]3[C:9]([CH2:20][N:30]3[CH2:29][CH2:28][NH:27][C:26](=[O:31])[CH:25]3[CH3:24])=[CH:8]2)=[CH:22][CH:23]=1.